From a dataset of Forward reaction prediction with 1.9M reactions from USPTO patents (1976-2016). Predict the product of the given reaction. (1) Given the reactants O1CCCC1.C(CC[N:10]1[C:14]([N+:15]([O-:17])=[O:16])=[CH:13][N:12]=[C:11]1[S:18][C:19]1[CH:24]=[CH:23][C:22]([N+:25]([O-:27])=[O:26])=[CH:21][CH:20]=1)#N.Cl.O, predict the reaction product. The product is: [N+:15]([C:14]1[N:10]=[C:11]([S:18][C:19]2[CH:20]=[CH:21][C:22]([N+:25]([O-:27])=[O:26])=[CH:23][CH:24]=2)[NH:12][CH:13]=1)([O-:17])=[O:16]. (2) Given the reactants [Si]([O:8][CH:9]([C:22]1[O:23][C:24]([C:27]2[CH:32]=[CH:31][C:30]([O:33][CH3:34])=[CH:29][CH:28]=2)=[CH:25][N:26]=1)[CH2:10][CH2:11][CH2:12][CH2:13][CH2:14][CH2:15][C:16]1[CH:21]=[CH:20][CH:19]=[CH:18][CH:17]=1)(C(C)(C)C)(C)C.[Si](OC(C1OC([Sn](CCCC)(CCCC)CCCC)=CN=1)CCCCCCC1C=CC=CC=1)(C(C)(C)C)(C)C.BrC1C=CC(OC)=CC=1, predict the reaction product. The product is: [CH3:34][O:33][C:30]1[CH:29]=[CH:28][C:27]([C:24]2[O:23][C:22]([C:9](=[O:8])[CH2:10][CH2:11][CH2:12][CH2:13][CH2:14][CH2:15][C:16]3[CH:17]=[CH:18][CH:19]=[CH:20][CH:21]=3)=[N:26][CH:25]=2)=[CH:32][CH:31]=1. (3) Given the reactants O1CCOC1C1[CH:11]=[CH:10][C:9]([C:12]2[C:21]([C:22]3[CH:27]=[CH:26][CH:25]=[CH:24][CH:23]=3)=[CH:20][C:19]3[C:14](=[N:15][CH:16]=[CH:17][CH:18]=3)[N:13]=2)=[CH:8][CH:7]=1.C(C1C(NC(=O)OC(C)(C)C)=[N:32]C=CC=1)=O.[ClH:44].C([O-])(O)=O.[Na+].O1[CH2:55][CH2:54]OCC1, predict the reaction product. The product is: [Cl-:44].[C:22]1([C:21]2[C:12]([C:9]3[CH:10]=[CH:11][C:54]([CH2:55][NH3+:32])=[CH:7][CH:8]=3)=[N:13][C:14]3[C:19]([CH:20]=2)=[CH:18][CH:17]=[CH:16][N:15]=3)[CH:27]=[CH:26][CH:25]=[CH:24][CH:23]=1. (4) Given the reactants CN1CCOCC1.[N+:8]([C:11]1[N:12]([CH2:16][C:17]([OH:19])=O)[CH:13]=[CH:14][N:15]=1)([O-:10])=[O:9].ClC(OCC(C)C)=O.Cl.[F:29][C:30](=[CH2:33])[CH2:31][NH2:32], predict the reaction product. The product is: [N+:8]([C:11]1[N:12]([CH2:16][C:17]([NH:32][CH2:31][C:30]([F:29])=[CH2:33])=[O:19])[CH:13]=[CH:14][N:15]=1)([O-:10])=[O:9]. (5) Given the reactants [Si:1]([O:8][CH:9]1[CH:14]([OH:15])[CH2:13][CH:12]([C:16]2[CH:21]=[CH:20][N:19]=[CH:18][C:17]=2[N+:22]([O-:24])=[O:23])[O:11][CH:10]1[CH3:25])([C:4]([CH3:7])([CH3:6])[CH3:5])([CH3:3])[CH3:2].[CH3:26][C:27](OC(C)=O)=[O:28].O, predict the reaction product. The product is: [C:27]([O:15][CH:14]1[CH2:13][CH:12]([C:16]2[CH:21]=[CH:20][N:19]=[CH:18][C:17]=2[N+:22]([O-:24])=[O:23])[O:11][CH:10]([CH3:25])[CH:9]1[O:8][Si:1]([C:4]([CH3:7])([CH3:5])[CH3:6])([CH3:3])[CH3:2])(=[O:28])[CH3:26]. (6) Given the reactants [CH3:1][O:2][C:3](=[O:15])[C:4](=[O:14])[CH:5]([Cl:13])[C:6]1[CH:11]=[CH:10][C:9]([F:12])=[CH:8][CH:7]=1.[F:16]C1C=C(C=CC=1F)C=O.FC1C=CC(C=O)=CC=1, predict the reaction product. The product is: [CH3:1][O:2][C:3](=[O:15])[C:4](=[O:14])[CH:5]([Cl:13])[C:6]1[CH:11]=[CH:10][C:9]([F:12])=[C:8]([F:16])[CH:7]=1. (7) Given the reactants C(O[C:5]1[C:10]2[CH:11]=[CH:12][O:13][C:9]=2[CH:8]=[C:7]([C:14](OCC)=O)[CH:6]=1)(=O)C.[C:19](=[O:22])([O-])[O-].[K+].[K+].[CH3:25]B1OB(C)OB(C)O1.O.[O:35]1[CH2:40]COC[CH2:36]1, predict the reaction product. The product is: [CH3:36][O:35][CH2:40][CH2:11][CH2:12][O:13][C:9]1[CH:10]=[C:5]([C:19](=[O:22])[CH3:25])[CH:6]=[C:7]([CH3:14])[CH:8]=1. (8) Given the reactants [C:1]([C:4]1[CH:5]=[C:6](B(O)O)[CH:7]=[CH:8][CH:9]=1)(=[O:3])[CH3:2].Br[C:14]1[CH:15]=[C:16]2[C:20](=[CH:21][CH:22]=1)[C:19](=[O:23])[CH2:18][CH2:17]2, predict the reaction product. The product is: [C:1]([C:4]1[CH:5]=[C:6]([C:14]2[CH:15]=[C:16]3[C:20](=[CH:21][CH:22]=2)[C:19](=[O:23])[CH2:18][CH2:17]3)[CH:7]=[CH:8][CH:9]=1)(=[O:3])[CH3:2]. (9) Given the reactants C1([NH:7][C:8]([C:10]2[C:11](=[O:29])[N:12]([CH2:22][C:23]3[CH:28]=[CH:27][CH:26]=[CH:25][CH:24]=3)[C:13]3[C:18]([C:19]=2O)=[CH:17][C:16]([F:21])=[CH:15][CH:14]=3)=O)CCCCC1.P(Cl)(Cl)([Cl:32])=O, predict the reaction product. The product is: [CH2:22]([N:12]1[C:13]2[C:18](=[CH:17][C:16]([F:21])=[CH:15][CH:14]=2)[C:19]([Cl:32])=[C:10]([C:8]#[N:7])[C:11]1=[O:29])[C:23]1[CH:28]=[CH:27][CH:26]=[CH:25][CH:24]=1.